Dataset: Catalyst prediction with 721,799 reactions and 888 catalyst types from USPTO. Task: Predict which catalyst facilitates the given reaction. (1) Reactant: [CH2:1]([CH:3]1[O:8][C:7]2[CH:9]=[C:10]([C:13]3[CH:14]=[CH:15][C:16]([O:19][CH2:20][C:21]([CH3:27])([CH3:26])[C:22]([O:24][CH3:25])=[O:23])=[N:17][CH:18]=3)[CH:11]=[CH:12][C:6]=2[NH:5][CH2:4]1)[CH3:2].N1C=CC=CC=1.[Cl:34][C:35](Cl)([O:37]C(=O)OC(Cl)(Cl)Cl)Cl. Product: [Cl:34][C:35]([N:5]1[CH2:4][CH:3]([CH2:1][CH3:2])[O:8][C:7]2[CH:9]=[C:10]([C:13]3[CH:14]=[CH:15][C:16]([O:19][CH2:20][C:21]([CH3:26])([CH3:27])[C:22]([O:24][CH3:25])=[O:23])=[N:17][CH:18]=3)[CH:11]=[CH:12][C:6]1=2)=[O:37]. The catalyst class is: 2. (2) Reactant: [C:1]([NH:5][C:6]1[C:11]([N+:12]([O-])=O)=[CH:10][CH:9]=[CH:8][N:7]=1)([CH3:4])([CH3:3])[CH3:2].[NH4+].[Cl-]. Product: [C:1]([NH:5][C:6]1[C:11]([NH2:12])=[CH:10][CH:9]=[CH:8][N:7]=1)([CH3:4])([CH3:2])[CH3:3]. The catalyst class is: 284. (3) Reactant: [C:1](OC(=O)C)(=[O:3])C.C(O)=O.[NH2:11][C:12]1[CH:17]=[CH:16][C:15]([CH2:18][C:19]([O:21][CH3:22])=[O:20])=[CH:14][CH:13]=1. Product: [CH3:22][O:21][C:19](=[O:20])[CH2:18][C:15]1[CH:14]=[CH:13][C:12]([NH:11][CH:1]=[O:3])=[CH:17][CH:16]=1. The catalyst class is: 389. (4) Reactant: Br[C:2]1[C:10]2[C:5](=[CH:6][CH:7]=[C:8]([C:11]3[C:16]([F:17])=[CH:15][CH:14]=[CH:13][C:12]=3[F:18])[CH:9]=2)[N:4]([S:19]([C:22]2[CH:28]=[CH:27][C:25]([CH3:26])=[CH:24][CH:23]=2)(=[O:21])=[O:20])[CH:3]=1.[B:29]1([B:29]2[O:33][C:32]([CH3:35])([CH3:34])[C:31]([CH3:37])([CH3:36])[O:30]2)[O:33][C:32]([CH3:35])([CH3:34])[C:31]([CH3:37])([CH3:36])[O:30]1.C([O-])(=O)C.[K+]. Product: [F:18][C:12]1[CH:13]=[CH:14][CH:15]=[C:16]([F:17])[C:11]=1[C:8]1[CH:9]=[C:10]2[C:5](=[CH:6][CH:7]=1)[N:4]([S:19]([C:22]1[CH:28]=[CH:27][C:25]([CH3:26])=[CH:24][CH:23]=1)(=[O:21])=[O:20])[CH:3]=[C:2]2[B:29]1[O:33][C:32]([CH3:35])([CH3:34])[C:31]([CH3:37])([CH3:36])[O:30]1. The catalyst class is: 710. (5) Reactant: [Cl:1][C:2]1[CH:7]=[C:6]([Cl:8])[CH:5]=[CH:4][C:3]=1[C:9]1([C:12]([OH:14])=O)[CH2:11][CH2:10]1.[NH2:15][CH2:16][CH2:17][CH2:18][N:19]1[CH2:24][CH2:23][CH:22]([C:25]2[CH:26]=[C:27]([NH:31][C:32](=[O:36])[CH:33]([CH3:35])[CH3:34])[CH:28]=[CH:29][CH:30]=2)[CH2:21][CH2:20]1. Product: [Cl:1][C:2]1[CH:7]=[C:6]([Cl:8])[CH:5]=[CH:4][C:3]=1[C:9]1([C:12]([NH:15][CH2:16][CH2:17][CH2:18][N:19]2[CH2:24][CH2:23][CH:22]([C:25]3[CH:30]=[CH:29][CH:28]=[C:27]([NH:31][C:32](=[O:36])[CH:33]([CH3:34])[CH3:35])[CH:26]=3)[CH2:21][CH2:20]2)=[O:14])[CH2:10][CH2:11]1. The catalyst class is: 22. (6) Product: [CH3:21][O:20][C:10]1[C:8]2[N:9]=[C:5]([NH2:4])[S:6][C:7]=2[C:13]([CH:14]2[CH2:19][CH2:18][CH2:17][CH2:16][O:15]2)=[CH:12][CH:11]=1. The catalyst class is: 196. Reactant: COC(=O)[NH:4][C:5]1[S:6][C:7]2[C:13]([CH:14]3[CH2:19][CH2:18][CH2:17][CH2:16][O:15]3)=[CH:12][CH:11]=[C:10]([O:20][CH3:21])[C:8]=2[N:9]=1.[OH-].[Na+].O.